From a dataset of Catalyst prediction with 721,799 reactions and 888 catalyst types from USPTO. Predict which catalyst facilitates the given reaction. (1) The catalyst class is: 30. Reactant: [F:1][C:2]1[C:3]([CH3:40])=[C:4]([CH:37]=[CH:38][CH:39]=1)[O:5][C:6]1[C:15]2[C:14](=[O:16])[N:13]([CH2:17][C:18]3[CH:23]=[CH:22][C:21]([O:24][CH3:25])=[CH:20][CH:19]=3)C(=O)[N:11]([C:27]3[CH:32]=[CH:31][C:30]([I:33])=[CH:29][C:28]=3[F:34])[C:10]=2[N:9]([CH3:35])[C:8](=[O:36])[CH:7]=1.[OH-].[Li+].ClCCl. Product: [F:1][C:2]1[C:3]([CH3:40])=[C:4]([CH:37]=[CH:38][CH:39]=1)[O:5][C:6]1[C:15]([C:14]([NH:13][CH2:17][C:18]2[CH:19]=[CH:20][C:21]([O:24][CH3:25])=[CH:22][CH:23]=2)=[O:16])=[C:10]([NH:11][C:27]2[CH:32]=[CH:31][C:30]([I:33])=[CH:29][C:28]=2[F:34])[N:9]([CH3:35])[C:8](=[O:36])[CH:7]=1. (2) Reactant: [Cl:1][C:2]1[CH:10]=[CH:9][CH:8]=[CH:7][C:3]=1[C:4](=[NH:6])[NH2:5].C(N(CC)CC)C.[CH3:18][CH:19]([C:25](=O)[CH3:26])[C:20](OCC)=[O:21]. Product: [Cl:1][C:2]1[CH:10]=[CH:9][CH:8]=[CH:7][C:3]=1[C:4]1[N:5]=[C:20]([OH:21])[C:19]([CH3:18])=[C:25]([CH3:26])[N:6]=1. The catalyst class is: 8. (3) Reactant: [Cl:1][C:2]1[CH:3]=[C:4]2[C:12](=[O:13])[C:11]3[CH:14]=[C:15](Cl)[N:16]=[CH:17][C:10]=3[CH:9]=[CH:8][C:5]2=[N:6][CH:7]=1.[CH3:19][O:20][C:21]1[CH:28]=[C:27]([O:29][CH3:30])[CH:26]=[CH:25][C:22]=1[CH2:23][NH2:24]. Product: [Cl:1][C:2]1[CH:3]=[C:4]2[C:12](=[O:13])[C:11]3[CH:14]=[C:15]([NH:24][CH2:23][C:22]4[CH:25]=[CH:26][C:27]([O:29][CH3:30])=[CH:28][C:21]=4[O:20][CH3:19])[N:16]=[CH:17][C:10]=3[CH:9]=[CH:8][C:5]2=[N:6][CH:7]=1. The catalyst class is: 41. (4) Reactant: [NH:1]1[CH:5]=[N:4][CH:3]=[N:2]1.C(=O)([O-])[O-].[K+].[K+].[C:12]([O:16][C:17]([N:19]1[CH2:24][CH2:23][N:22]2[N:25]=[C:26]([C:28]([F:31])([F:30])[F:29])[N:27]=[C:21]2[CH:20]1[CH2:32]OS(C)(=O)=O)=[O:18])([CH3:15])([CH3:14])[CH3:13]. The catalyst class is: 3. Product: [C:12]([O:16][C:17]([N:19]1[CH2:24][CH2:23][N:22]2[N:25]=[C:26]([C:28]([F:31])([F:30])[F:29])[N:27]=[C:21]2[CH:20]1[CH2:32][N:4]1[CH:3]=[N:2][N:1]=[CH:5]1)=[O:18])([CH3:15])([CH3:14])[CH3:13]. (5) Reactant: Cl.[F:2][C:3]1[CH:4]=[C:5]([CH:8]=[CH:9][C:10]=1[NH:11][S:12]([CH3:15])(=[O:14])=[O:13])[CH2:6][NH2:7].[C:16]([C:20]1[CH:29]=[CH:28][C:23]([CH2:24][N:25]=[C:26]=[O:27])=[CH:22][CH:21]=1)([CH3:19])([CH3:18])[CH3:17]. Product: [C:16]([C:20]1[CH:29]=[CH:28][C:23]([CH2:24][NH:25][C:26](=[O:27])[NH:7][CH2:6][C:5]2[CH:8]=[CH:9][C:10]([NH:11][S:12]([CH3:15])(=[O:14])=[O:13])=[C:3]([F:2])[CH:4]=2)=[CH:22][CH:21]=1)([CH3:19])([CH3:17])[CH3:18]. The catalyst class is: 174.